Dataset: Reaction yield outcomes from USPTO patents with 853,638 reactions. Task: Predict the reaction yield, written as a fraction of the theoretical maximum amount of product (1.0 means a 100% yield; for example, 0.34 means a 34% yield). (1) The reactants are C([O:5][C:6]([CH:8]1[CH:12]([C:13]2[CH:18]=[CH:17][CH:16]=[C:15]([Cl:19])[C:14]=2[F:20])[C:11]([C:23]2[CH:28]=[CH:27][C:26]([Cl:29])=[CH:25][C:24]=2[F:30])([C:21]#[N:22])[CH:10]([CH2:31][C:32]2([CH2:35][OH:36])[CH2:34][CH2:33]2)[NH:9]1)=[O:7])(C)(C)C.[F:37][C:38]([F:43])([F:42])[C:39]([OH:41])=[O:40]. The catalyst is ClCCl. The product is [F:37][C:38]([F:43])([F:42])[C:39]([OH:41])=[O:40].[Cl:19][C:15]1[C:14]([F:20])=[C:13]([CH:12]2[C:11]([C:23]3[CH:28]=[CH:27][C:26]([Cl:29])=[CH:25][C:24]=3[F:30])([C:21]#[N:22])[CH:10]([CH2:31][C:32]3([CH2:35][OH:36])[CH2:33][CH2:34]3)[NH:9][CH:8]2[C:6]([OH:7])=[O:5])[CH:18]=[CH:17][CH:16]=1. The yield is 0.910. (2) The reactants are [C:1]([O:5][C:6]([N:8]1[C:12]2[CH:13]=[CH:14][CH:15]=[CH:16][C:11]=2[N:10]=[C:9]1Cl)=[O:7])([CH3:4])([CH3:3])[CH3:2].[N:18]12[CH2:26][CH2:25][CH:22]([CH2:23][CH2:24]1)[NH:21][CH2:20][CH2:19]2.C1(P(C2C=CC=CC=2)C2C=CC3C(=CC=CC=3)C=2C2C3C(=CC=CC=3)C=CC=2P(C2C=CC=CC=2)C2C=CC=CC=2)C=CC=CC=1.CC(C)([O-])C.[Na+]. The catalyst is C1C=CC(/C=C/C(/C=C/C2C=CC=CC=2)=O)=CC=1.C1C=CC(/C=C/C(/C=C/C2C=CC=CC=2)=O)=CC=1.C1C=CC(/C=C/C(/C=C/C2C=CC=CC=2)=O)=CC=1.[Pd].[Pd].C1(C)C=CC=CC=1. The product is [C:1]([O:5][C:6]([N:8]1[C:12]2[CH:13]=[CH:14][CH:15]=[CH:16][C:11]=2[N:10]=[C:9]1[CH:19]1[CH2:20][NH:21][CH:22]2[CH2:25][CH2:26][N:18]1[CH2:24][CH2:23]2)=[O:7])([CH3:4])([CH3:3])[CH3:2]. The yield is 0.340. (3) The yield is 0.820. The catalyst is CO.O. The product is [Br:17][C:8]1[C:7]([Cl:12])=[CH:6][CH:5]=[C:4]2[C:9]=1[CH:10]=[CH:11][C:2]([Cl:1])=[N:3]2. The reactants are [Cl:1][C:2]1[CH:11]=[CH:10][C:9]2[C:4](=[CH:5][CH:6]=[C:7]([Cl:12])[CH:8]=2)[N:3]=1.[Cl-].[Cl-].[Cl-].[Al+3].[Br:17]Br. (4) The reactants are Cl.[P:2]([O:10][C:11]1[CH:16]=[CH:15][C:14]([CH2:17][O:18][Si](C(C)(C)C)(C)C)=[CH:13][CH:12]=1)([O:7][CH2:8][CH3:9])([O:4][CH2:5][CH3:6])=[O:3].C(=O)(O)[O-].[Na+]. The catalyst is C(O)C. The product is [P:2]([O:10][C:11]1[CH:12]=[CH:13][C:14]([CH2:17][OH:18])=[CH:15][CH:16]=1)([O:7][CH2:8][CH3:9])([O:4][CH2:5][CH3:6])=[O:3]. The yield is 0.980. (5) The reactants are Br[C:2]1[CH:11]=[CH:10][C:9]2[C:4](=[CH:5][CH:6]=[C:7]([O:12][C@H:13]3[CH2:18][CH2:17][C@H:16]([C:19]([CH3:22])([CH3:21])[CH3:20])[CH2:15][CH2:14]3)[CH:8]=2)[CH:3]=1.[C:23]([Cu])#[N:24].O. The catalyst is CS(C)=O. The product is [C:19]([C@H:16]1[CH2:15][CH2:14][C@H:13]([O:12][C:7]2[CH:8]=[C:9]3[C:4](=[CH:5][CH:6]=2)[CH:3]=[C:2]([C:23]#[N:24])[CH:11]=[CH:10]3)[CH2:18][CH2:17]1)([CH3:20])([CH3:21])[CH3:22]. The yield is 0.820. (6) The reactants are Cl.[CH2:2]([O:9][C:10]1[CH:11]=[C:12]([CH:14]=[C:15]([O:17][CH2:18][C:19]2[CH:24]=[CH:23][CH:22]=[CH:21][CH:20]=2)[CH:16]=1)[NH2:13])[C:3]1[CH:8]=[CH:7][CH:6]=[CH:5][CH:4]=1.[C:25](Cl)(=[O:29])[C:26](Cl)=[O:27]. No catalyst specified. The product is [CH2:2]([O:9][C:10]1[CH:16]=[C:15]([O:17][CH2:18][C:19]2[CH:24]=[CH:23][CH:22]=[CH:21][CH:20]=2)[CH:14]=[C:12]2[C:11]=1[C:25](=[O:29])[C:26](=[O:27])[NH:13]2)[C:3]1[CH:4]=[CH:5][CH:6]=[CH:7][CH:8]=1. The yield is 0.480. (7) The yield is 0.620. The product is [CH3:1][C:2]([CH3:18])([CH3:17])[CH2:3][O:4][C:5]([C:6]1[CH:11]=[CH:10][C:9]([C:12]([F:13])([F:14])[F:15])=[CH:8][C:7]=1[B:23]([OH:24])[OH:22])=[O:16]. The reactants are [CH3:1][C:2]([CH3:18])([CH3:17])[CH2:3][O:4][C:5](=[O:16])[C:6]1[CH:11]=[CH:10][C:9]([C:12]([F:15])([F:14])[F:13])=[CH:8][CH:7]=1.C([O:22][B:23](OC(C)C)[O:24]C(C)C)(C)C.C([N-]C(C)C)(C)C.[Li+]. The catalyst is O1CCCC1.O1CCCC1.CCCCCCC. (8) The reactants are [CH3:1][C:2]1([CH3:47])[CH2:6][C:5]2([CH2:11][CH2:10][CH2:9][N:8]([CH:12]3[CH2:17][CH2:16][N:15]([C:18]([C:20]4[C:29]5[C:24](=[CH:25][CH:26]=[CH:27][CH:28]=5)[N:23]=[C:22]([N:30]5[CH2:35][CH2:34][CH:33]([C:36]([O:38]CC6C=CC=CC=6)=[O:37])[CH2:32][CH2:31]5)[CH:21]=4)=[O:19])[CH2:14][CH2:13]3)[CH2:7]2)[C:4](=[O:46])[O:3]1. The catalyst is [C].[Pd].CO. The product is [CH3:1][C:2]1([CH3:47])[CH2:6][C:5]2([CH2:11][CH2:10][CH2:9][N:8]([CH:12]3[CH2:13][CH2:14][N:15]([C:18]([C:20]4[C:29]5[C:24](=[CH:25][CH:26]=[CH:27][CH:28]=5)[N:23]=[C:22]([N:30]5[CH2:35][CH2:34][CH:33]([C:36]([OH:38])=[O:37])[CH2:32][CH2:31]5)[CH:21]=4)=[O:19])[CH2:16][CH2:17]3)[CH2:7]2)[C:4](=[O:46])[O:3]1. The yield is 0.750. (9) The reactants are [NH2:1][C:2]1[C:7]([OH:8])=[C:6]([Cl:9])[N:5]=[CH:4][N:3]=1.C(=O)([O-])[O-].[Cs+].[Cs+].I[CH2:17][CH3:18]. The catalyst is CC(C)=O.C(OCC)(=O)C. The product is [Cl:9][C:6]1[N:5]=[CH:4][N:3]=[C:2]([NH2:1])[C:7]=1[O:8][CH2:17][CH3:18]. The yield is 0.980. (10) The reactants are [CH3:1][Si:2]([CH3:9])([CH3:8])[C:3]#[C:4][CH2:5][CH2:6]O.[C:10]1(=[O:20])[NH:14][C:13](=[O:15])[C:12]2=[CH:16][CH:17]=[CH:18][CH:19]=[C:11]12. The yield is 0.510. The product is [CH3:1][Si:2]([CH3:9])([CH3:8])[C:3]#[C:4][CH2:5][CH2:6][N:14]1[C:10](=[O:20])[C:11]2[C:12](=[CH:16][CH:17]=[CH:18][CH:19]=2)[C:13]1=[O:15]. No catalyst specified.